This data is from Reaction yield outcomes from USPTO patents with 853,638 reactions. The task is: Predict the reaction yield, written as a fraction of the theoretical maximum amount of product (1.0 means a 100% yield; for example, 0.34 means a 34% yield). (1) The reactants are [OH:1][CH2:2][CH2:3][C:4]1[CH:9]=[CH:8][C:7]([O:10][C:11](=[O:20])[N:12]([CH3:19])[C:13]2[CH:18]=[CH:17][CH:16]=[CH:15][CH:14]=2)=[CH:6][CH:5]=1.O[C:22]1[N:27]=[CH:26][CH:25]=[CH:24][N:23]=1. No catalyst specified. The product is [N:23]1[CH:24]=[CH:25][CH:26]=[N:27][C:22]=1[O:1][CH2:2][CH2:3][C:4]1[CH:5]=[CH:6][C:7]([O:10][C:11](=[O:20])[N:12]([CH3:19])[C:13]2[CH:14]=[CH:15][CH:16]=[CH:17][CH:18]=2)=[CH:8][CH:9]=1. The yield is 0.240. (2) The reactants are [CH2:1]([O:3][C:4]1[C:8]([CH2:9][CH2:10][CH2:11][OH:12])=[CH:7][N:6]([C:13]2[CH:18]=[CH:17][C:16]([C:19]([F:22])([F:21])[F:20])=[CH:15][N:14]=2)[N:5]=1)[CH3:2].O[C:24]1[CH:25]=[C:26]([C:30]([CH3:36])([CH3:35])[C:31]([O:33]C)=[O:32])[CH:27]=[CH:28][CH:29]=1.C(P(CCCC)CCCC)CCC.N(C(N1CCCCC1)=O)=NC(N1CCCCC1)=O. The catalyst is O1CCCC1. The product is [CH2:1]([O:3][C:4]1[C:8]([CH2:9][CH2:10][CH2:11][O:12][C:28]2[CH:27]=[C:26]([C:30]([CH3:36])([CH3:35])[C:31]([OH:33])=[O:32])[CH:25]=[CH:24][CH:29]=2)=[CH:7][N:6]([C:13]2[CH:18]=[CH:17][C:16]([C:19]([F:21])([F:20])[F:22])=[CH:15][N:14]=2)[N:5]=1)[CH3:2]. The yield is 0.870.